Predict the reaction yield, written as a fraction of the theoretical maximum amount of product (1.0 means a 100% yield; for example, 0.34 means a 34% yield). From a dataset of Reaction yield outcomes from USPTO patents with 853,638 reactions. (1) The reactants are Br[C:2]1[CH:7]=[CH:6][C:5]([F:8])=[CH:4][N:3]=1.C(O[Na])(C)(C)C.[CH:15]([NH2:18])([CH3:17])[CH3:16]. The catalyst is C1(C)C=CC=CC=1.C1C=CC(/C=C/C(/C=C/C2C=CC=CC=2)=O)=CC=1.C1C=CC(/C=C/C(/C=C/C2C=CC=CC=2)=O)=CC=1.C1C=CC(/C=C/C(/C=C/C2C=CC=CC=2)=O)=CC=1.[Pd].[Pd].C1C=CC(P(C2C(C3C(P(C4C=CC=CC=4)C4C=CC=CC=4)=CC=C4C=3C=CC=C4)=C3C(C=CC=C3)=CC=2)C2C=CC=CC=2)=CC=1. The product is [F:8][C:5]1[CH:6]=[CH:7][C:2]([NH:18][CH:15]([CH3:17])[CH3:16])=[N:3][CH:4]=1. The yield is 0.800. (2) The reactants are [N+:1]([C:4]1[CH:5]=[N:6][N:7]([CH2:9][CH2:10][CH2:11][CH:12]2[CH2:17][CH2:16][N:15]([C:18]([O:20][C:21]([CH3:24])([CH3:23])[CH3:22])=[O:19])[CH2:14][CH2:13]2)[CH:8]=1)([O-])=O. The catalyst is CO.[Pd]. The product is [NH2:1][C:4]1[CH:5]=[N:6][N:7]([CH2:9][CH2:10][CH2:11][CH:12]2[CH2:17][CH2:16][N:15]([C:18]([O:20][C:21]([CH3:24])([CH3:23])[CH3:22])=[O:19])[CH2:14][CH2:13]2)[CH:8]=1. The yield is 0.550. (3) The reactants are [CH3:1][C:2]1([CH3:29])[CH:7]2[CH:8]3[CH2:22][CH2:21][CH:20]=[CH:19][C:9]3=[C:10]3[C:18]([CH2:17][C:16]4[CH:15]=[CH:14][CH:13]=[CH:12][C:11]3=4)=[C:6]2[C:5](C)([CH3:23])[C:4]([CH3:26])([CH3:25])[C:3]1([CH3:28])[CH3:27].[CH2:30]([Li])CCC.[C:35]1([CH3:54])[CH:40]=[CH:39][C:38]([C:41]([C:47]2[CH:52]=[CH:51][C:50]([CH3:53])=[CH:49][CH:48]=2)=[C:42]2[CH:46]=[CH:45][CH:44]=[CH:43]2)=[CH:37][CH:36]=1.[Cl-].[NH4+]. The catalyst is O1CCCC1.O.C(OCC)C.CCCCCC. The product is [CH:42]1([C:41]([C:7]2([CH3:30])[C:6]3[C:5]([CH3:23])([CH:12]4[CH2:13][CH2:14][CH:15]=[CH:16][C:11]4=[C:10]4[C:18]=3[CH2:17][C:19]3[CH:20]=[CH:21][CH:22]=[CH:8][C:9]4=3)[C:4]([CH3:26])([CH3:25])[C:3]([CH3:28])([CH3:27])[C:2]2([CH3:1])[CH3:29])([C:38]2[CH:37]=[CH:36][C:35]([CH3:54])=[CH:40][CH:39]=2)[C:47]2[CH:48]=[CH:49][C:50]([CH3:53])=[CH:51][CH:52]=2)[CH:43]=[CH:44][CH:45]=[CH:46]1. The yield is 0.713. (4) The catalyst is C1COCC1. The product is [OH:5][C:6]1[CH:13]=[N:12][CH:11]=[CH:10][C:7]=1[C:8]#[N:9]. The yield is 0.990. The reactants are C[Si](C)(C)CC[O:5][C:6]1[CH:13]=[N:12][CH:11]=[CH:10][C:7]=1[C:8]#[N:9].[F-].C([N+](CCCC)(CCC)CCCC)CCC. (5) The reactants are [C:1]1([Mg]Br)[CH:6]=[CH:5][CH:4]=[CH:3][CH:2]=1.Cl[N:10]1[CH:19]=[CH:18][C:17]2[C:12](=[CH:13][CH:14]=[CH:15][CH:16]=2)[CH2:11]1. The catalyst is C1COCC1. The product is [C:1]1([N:10]2[CH:19]=[CH:18][C:17]3[C:12](=[CH:13][CH:14]=[CH:15][CH:16]=3)[CH2:11]2)[CH:6]=[CH:5][CH:4]=[CH:3][CH:2]=1. The yield is 0.570. (6) The reactants are [CH2:1]([O:8][C@@H:9]1[CH2:13][CH2:12][CH2:11][C@H:10]1[NH2:14])[C:2]1[CH:7]=[CH:6][CH:5]=[CH:4][CH:3]=1.[CH2:15]1[CH2:21][S:18](=[O:20])(=[O:19])[O:17][CH2:16]1. The catalyst is O1CCCC1. The product is [CH2:1]([O:8][C@@H:9]1[CH2:13][CH2:12][CH2:11][C@H:10]1[NH:14][CH2:16][CH2:15][CH2:21][S:18]([OH:20])(=[O:19])=[O:17])[C:2]1[CH:7]=[CH:6][CH:5]=[CH:4][CH:3]=1. The yield is 0.460. (7) The reactants are [CH3:1][O:2][C:3](=[O:12])[C:4]1[CH:9]=[CH:8][C:7]([CH:10]=O)=[CH:6][CH:5]=1.[CH3:13][N:14]1[CH2:19][CH2:18][NH:17][CH2:16][CH2:15]1.[H][H]. The catalyst is CO.[Pt]. The product is [CH3:1][O:2][C:3](=[O:12])[C:4]1[CH:9]=[CH:8][C:7]([CH2:10][N:17]2[CH2:18][CH2:19][N:14]([CH3:13])[CH2:15][CH2:16]2)=[CH:6][CH:5]=1. The yield is 0.850. (8) The reactants are [CH3:1][C:2]([O-])=O.[Na+].Br[CH:7](Br)[C:8](=O)[C:9]([F:12])([F:11])[F:10].[C:15]([O:19][C:20](=[O:37])[NH:21][C:22]1[CH:27]=[CH:26][C:25]([O:28][C:29]2[CH:30]=[N:31][C:32](C=O)=[CH:33][CH:34]=2)=[CH:24][CH:23]=1)([CH3:18])([CH3:17])[CH3:16].[OH-].[NH4+:39]. The catalyst is O. The yield is 0.670. The product is [C:15]([O:19][C:20](=[O:37])[NH:21][C:22]1[CH:23]=[CH:24][C:25]([O:28][C:29]2[CH:30]=[CH:2][CH:1]=[C:33]([C:32]3[NH:31][CH:7]=[C:8]([C:9]([F:12])([F:11])[F:10])[N:39]=3)[CH:34]=2)=[CH:26][CH:27]=1)([CH3:16])([CH3:17])[CH3:18].